This data is from Forward reaction prediction with 1.9M reactions from USPTO patents (1976-2016). The task is: Predict the product of the given reaction. (1) Given the reactants [CH:1]1([S:5][C:6]2[CH:14]=[CH:13][CH:12]=[CH:11][C:7]=2[C:8]([NH2:10])=O)[CH2:4][CH2:3][CH2:2]1.B.C1COCC1.[ClH:21], predict the reaction product. The product is: [ClH:21].[CH:1]1([S:5][C:6]2[CH:14]=[CH:13][CH:12]=[CH:11][C:7]=2[CH2:8][NH2:10])[CH2:4][CH2:3][CH2:2]1. (2) Given the reactants [Cl:1][C:2]1[CH:7]=[CH:6][C:5]([CH2:8]Cl)=[N+:4]([O-:10])[C:3]=1[C:11]([O:13][CH3:14])=[O:12].[CH3:15][O-:16].[Na+], predict the reaction product. The product is: [Cl:1][C:2]1[CH:7]=[CH:6][C:5]([CH2:8][O:16][CH3:15])=[N+:4]([O-:10])[C:3]=1[C:11]([O:13][CH3:14])=[O:12]. (3) Given the reactants CC1(C)CCCC(C)(C)N1.C([Li])CCC.[Br:16][C:17]1[CH:18]=[N:19][CH:20]=[CH:21][CH:22]=1.[O:23]1[CH2:26][C:25](=[O:27])[CH2:24]1, predict the reaction product. The product is: [Br:16][C:17]1[CH:18]=[N:19][CH:20]=[CH:21][C:22]=1[C:25]1([OH:27])[CH2:26][O:23][CH2:24]1. (4) The product is: [F:52][C:49]1[CH:48]=[N:47][C:25]([N:22]2[CH2:23][CH2:24][CH:19]([CH2:18][O:17][C:14]3[CH:15]=[N:16][C:11]([C:8]4[CH:7]=[CH:6][C:5]([S:2]([CH3:1])(=[O:3])=[O:4])=[CH:10][CH:9]=4)=[CH:12][CH:13]=3)[CH2:20][CH2:21]2)=[N:51][CH:50]=1. Given the reactants [CH3:1][S:2]([C:5]1[CH:10]=[CH:9][C:8]([C:11]2[N:16]=[CH:15][C:14]([O:17][CH2:18][CH:19]3[CH2:24][CH2:23][N:22]([C:25](OC(C)(C)C)=O)[CH2:21][CH2:20]3)=[CH:13][CH:12]=2)=[CH:7][CH:6]=1)(=[O:4])=[O:3].C(O)(C(F)(F)F)=O.C([O-])([O-])=O.[K+].[K+].ClC1[N:51]=[CH:50][C:49]([F:52])=[CH:48][N:47]=1, predict the reaction product. (5) Given the reactants [OH:1][CH2:2][CH2:3][N:4]1[C:12]2[C:7](=[CH:8][CH:9]=[C:10]([CH2:13][O:14][CH:15]3[CH:20]([C:21]4[CH:26]=[CH:25][C:24]([O:27][CH2:28][CH2:29][CH2:30][O:31][CH2:32][C:33]5[CH:38]=[CH:37][CH:36]=[CH:35][C:34]=5[O:39][CH3:40])=[CH:23][CH:22]=4)[CH2:19][CH2:18][N:17]([C:41]([O:43][C:44]([CH3:47])([CH3:46])[CH3:45])=[O:42])[CH2:16]3)[CH:11]=2)[C:6]([CH3:49])([CH3:48])[CH2:5]1.C(N(CC)CC)C.[C:57]1([CH3:67])[CH:62]=[CH:61][C:60]([S:63](Cl)(=[O:65])=[O:64])=[CH:59][CH:58]=1.O, predict the reaction product. The product is: [CH3:48][C:6]1([CH3:49])[C:7]2[C:12](=[CH:11][C:10]([CH2:13][O:14][CH:15]3[CH:20]([C:21]4[CH:26]=[CH:25][C:24]([O:27][CH2:28][CH2:29][CH2:30][O:31][CH2:32][C:33]5[CH:38]=[CH:37][CH:36]=[CH:35][C:34]=5[O:39][CH3:40])=[CH:23][CH:22]=4)[CH2:19][CH2:18][N:17]([C:41]([O:43][C:44]([CH3:47])([CH3:46])[CH3:45])=[O:42])[CH2:16]3)=[CH:9][CH:8]=2)[N:4]([CH2:3][CH2:2][O:1][S:63]([C:60]2[CH:61]=[CH:62][C:57]([CH3:67])=[CH:58][CH:59]=2)(=[O:65])=[O:64])[CH2:5]1. (6) Given the reactants [OH:1][C:2]1[CH:11]=[C:10]2[C:5]([CH:6]=[CH:7][CH:8]=[C:9]2[NH:12][C:13](=[O:19])[CH2:14][NH:15][CH2:16][CH2:17][OH:18])=[CH:4][CH:3]=1.[C:20]([O:24][C:25](O[C:25]([O:24][C:20]([CH3:23])([CH3:22])[CH3:21])=[O:26])=[O:26])([CH3:23])([CH3:22])[CH3:21], predict the reaction product. The product is: [OH:1][C:2]1[CH:11]=[C:10]2[C:5]([CH:6]=[CH:7][CH:8]=[C:9]2[NH:12][C:13](=[O:19])[CH2:14][N:15]([CH2:16][CH2:17][OH:18])[C:25]([O:24][C:20]([CH3:23])([CH3:22])[CH3:21])=[O:26])=[CH:4][CH:3]=1. (7) The product is: [F:1][C:2]1[CH:7]=[CH:6][C:5]([F:8])=[CH:4][C:3]=1[C@@:9]([OH:20])([CH2:14][N:15]1[CH:19]=[N:18][CH:17]=[N:16]1)[C@@H:10]([CH3:13])[C:11]#[N:12].[C@@:21]12([CH2:31][S:32]([O-:35])(=[O:33])=[O:34])[C:28]([CH3:30])([CH3:29])[CH:25]([CH2:26][CH2:27]1)[CH2:24][C:22]2=[O:23]. Given the reactants [F:1][C:2]1[CH:7]=[CH:6][C:5]([F:8])=[CH:4][C:3]=1[C:9]([OH:20])([CH2:14][N:15]1[CH:19]=[N:18][CH:17]=[N:16]1)[CH:10]([CH3:13])[C:11]#[N:12].[C@@:21]12([CH2:31][S:32]([OH:35])(=[O:34])=[O:33])[C:28]([CH3:30])([CH3:29])[CH:25]([CH2:26][CH2:27]1)[CH2:24][C:22]2=[O:23], predict the reaction product.